The task is: Regression. Given two drug SMILES strings and cell line genomic features, predict the synergy score measuring deviation from expected non-interaction effect.. This data is from NCI-60 drug combinations with 297,098 pairs across 59 cell lines. (1) Drug 1: CCN(CC)CCCC(C)NC1=C2C=C(C=CC2=NC3=C1C=CC(=C3)Cl)OC. Drug 2: C(CN)CNCCSP(=O)(O)O. Cell line: UACC62. Synergy scores: CSS=5.37, Synergy_ZIP=1.93, Synergy_Bliss=5.87, Synergy_Loewe=5.81, Synergy_HSA=5.13. (2) Drug 1: CC1=CC=C(C=C1)C2=CC(=NN2C3=CC=C(C=C3)S(=O)(=O)N)C(F)(F)F. Drug 2: CN1C2=C(C=C(C=C2)N(CCCl)CCCl)N=C1CCCC(=O)O.Cl. Cell line: NCIH23. Synergy scores: CSS=5.92, Synergy_ZIP=3.45, Synergy_Bliss=8.81, Synergy_Loewe=2.61, Synergy_HSA=3.65. (3) Cell line: OVCAR-5. Synergy scores: CSS=4.77, Synergy_ZIP=1.88, Synergy_Bliss=2.86, Synergy_Loewe=-1.28, Synergy_HSA=-1.48. Drug 2: C(=O)(N)NO. Drug 1: C1CCC(C1)C(CC#N)N2C=C(C=N2)C3=C4C=CNC4=NC=N3.